From a dataset of Forward reaction prediction with 1.9M reactions from USPTO patents (1976-2016). Predict the product of the given reaction. (1) Given the reactants [Cl:1][C:2]1[C:3]([F:23])=[C:4]([NH:8][C:9]2[C:18]3[C:13](=[CH:14][C:15]([O:21][CH3:22])=[C:16]([CH:19]=O)[CH:17]=3)[N:12]=[CH:11][N:10]=2)[CH:5]=[CH:6][CH:7]=1.[CH3:24][CH:25]1[NH:29][C@H:28]([C:30]([OH:32])=[O:31])[CH2:27][CH2:26]1, predict the reaction product. The product is: [Cl:1][C:2]1[C:3]([F:23])=[C:4]([NH:8][C:9]2[C:18]3[C:13](=[CH:14][C:15]([O:21][CH3:22])=[C:16]([CH2:19][N:29]4[CH:25]([CH3:24])[CH2:26][CH2:27][C@H:28]4[C:30]([OH:32])=[O:31])[CH:17]=3)[N:12]=[CH:11][N:10]=2)[CH:5]=[CH:6][CH:7]=1. (2) The product is: [C:24]([C:18]1[C:13]2[O:12][CH2:11][CH:10]([C:7]3[CH:6]=[CH:5][C:4]([CH:1]([CH3:3])[CH3:2])=[CH:9][CH:8]=3)[C:14]=2[C:15]([CH3:23])=[C:16]([NH:20][CH:21]=[O:22])[C:17]=1[CH3:19])(=[O:26])[CH3:25]. Given the reactants [CH:1]([C:4]1[CH:9]=[CH:8][C:7]([CH:10]2[C:14]3[C:15]([CH3:23])=[C:16]([NH:20][CH:21]=[O:22])[C:17]([CH3:19])=[CH:18][C:13]=3[O:12][CH2:11]2)=[CH:6][CH:5]=1)([CH3:3])[CH3:2].[C:24](Cl)(=[O:26])[CH3:25], predict the reaction product. (3) Given the reactants [NH2:1][C:2]1[CH:3]=[C:4]([CH:9]=[CH:10][CH:11]=1)[C:5]([NH:7][CH3:8])=[O:6].Cl[C:13]1[C:14]2[C:21]([C:22]([C:24]3[C:33]4[C:28](=[CH:29][CH:30]=[CH:31][CH:32]=4)[CH:27]=[CH:26][CH:25]=3)=[O:23])=[CH:20][NH:19][C:15]=2[N:16]=[CH:17][N:18]=1, predict the reaction product. The product is: [C:24]1([C:22]([C:21]2[C:14]3[C:13]([NH:1][C:2]4[CH:3]=[C:4]([CH:9]=[CH:10][CH:11]=4)[C:5]([NH:7][CH3:8])=[O:6])=[N:18][CH:17]=[N:16][C:15]=3[NH:19][CH:20]=2)=[O:23])[C:33]2[C:28](=[CH:29][CH:30]=[CH:31][CH:32]=2)[CH:27]=[CH:26][CH:25]=1.